From a dataset of Reaction yield outcomes from USPTO patents with 853,638 reactions. Predict the reaction yield, written as a fraction of the theoretical maximum amount of product (1.0 means a 100% yield; for example, 0.34 means a 34% yield). (1) The reactants are [CH:1]1([N:7]2[C:12](=[O:13])[CH2:11][C:10](=[O:14])[N:9]([CH:15]3[CH2:20][CH2:19][N:18](C(OCC4C=CC=CC=4)=O)[CH2:17][CH2:16]3)[C:8]2=[O:31])[CH2:6][CH2:5][CH2:4][CH2:3][CH2:2]1.C(N(C(C)C)CC)(C)C.[N:41]([CH2:44][C:45]([O:47]CC)=[O:46])=[C:42]=[O:43]. The catalyst is C(Cl)(Cl)Cl. The product is [CH:1]1([N:7]2[C:12](=[O:13])[C:11]([C:42]([NH:41][CH2:44][C:45]([OH:47])=[O:46])=[O:43])=[C:10]([OH:14])[N:9]([CH:15]3[CH2:20][CH2:19][NH:18][CH2:17][CH2:16]3)[C:8]2=[O:31])[CH2:2][CH2:3][CH2:4][CH2:5][CH2:6]1. The yield is 0.240. (2) The reactants are [NH2:1][C:2]1[CH:3]=[C:4]([CH:8]=[C:9]([N+:11]([O-:13])=[O:12])[CH:10]=1)[C:5](O)=[O:6]. The catalyst is C1COCC1. The product is [NH2:1][C:2]1[CH:3]=[C:4]([CH2:5][OH:6])[CH:8]=[C:9]([N+:11]([O-:13])=[O:12])[CH:10]=1. The yield is 0.890. (3) The reactants are [Cl:1][C:2]1[N:11]=[C:10](Cl)[C:9]2[CH2:8][CH2:7][CH2:6][CH:5]([C:13]3[CH:18]=[CH:17][CH:16]=[CH:15][CH:14]=3)[C:4]=2[N:3]=1.[Cl-].[NH4+]. The catalyst is CC(C)=O.O.[Zn]. The product is [Cl:1][C:2]1[N:11]=[CH:10][C:9]2[CH2:8][CH2:7][CH2:6][CH:5]([C:13]3[CH:18]=[CH:17][CH:16]=[CH:15][CH:14]=3)[C:4]=2[N:3]=1. The yield is 0.524. (4) The reactants are Cl.Cl[C:3]1[C:8]([Cl:9])=[CH:7][N:6]=[CH:5][N:4]=1.C(N(CC)CC)C.[NH:17]1[CH2:25][CH2:24][CH:20]([C:21]([NH2:23])=[O:22])[CH2:19][CH2:18]1.C(=O)([O-])O.[Na+]. The catalyst is CN(C=O)C. The product is [Cl:9][C:8]1[C:3]([N:17]2[CH2:25][CH2:24][CH:20]([C:21]([NH2:23])=[O:22])[CH2:19][CH2:18]2)=[N:4][CH:5]=[N:6][CH:7]=1. The yield is 0.200. (5) The reactants are [CH2:1]([OH:6])[C:2]([CH3:5])([CH3:4])[CH3:3].CC([O-])(C)C.[K+:12].[C:13]1(=[O:23])[O:18][C:16](=[O:17])[C:15]2=[CH:19][CH:20]=[CH:21][CH:22]=[C:14]12. The catalyst is C(O)C. The product is [CH2:1]([O:6][C:13](=[O:23])[C:14]1[C:15](=[CH:19][CH:20]=[CH:21][CH:22]=1)[C:16]([O-:18])=[O:17])[C:2]([CH3:5])([CH3:4])[CH3:3].[K+:12]. The yield is 0.950. (6) The reactants are [NH2:1][C:2]1[C:3](=[O:9])[N:4]([CH3:8])[N:5]=[CH:6][CH:7]=1.[F:10][C:11]1[CH:23]=[CH:22][C:21]([C:24]([F:27])([F:26])[F:25])=[CH:20][C:12]=1[O:13][CH:14]1[CH2:19][CH2:18][NH:17][CH2:16][CH2:15]1.Cl.FC(F)(F)C1C=CC=C[C:32]=1[O:33]C1CCNCC1. No catalyst specified. The product is [CH3:8][N:4]1[C:3](=[O:9])[C:2]([NH:1][C:32]([N:17]2[CH2:18][CH2:19][CH:14]([O:13][C:12]3[CH:20]=[C:21]([C:24]([F:26])([F:25])[F:27])[CH:22]=[CH:23][C:11]=3[F:10])[CH2:15][CH2:16]2)=[O:33])=[CH:7][CH:6]=[N:5]1. The yield is 0.410.